This data is from Full USPTO retrosynthesis dataset with 1.9M reactions from patents (1976-2016). The task is: Predict the reactants needed to synthesize the given product. (1) Given the product [N:1]1[CH:6]=[CH:5][C:4](/[CH:7]=[CH:8]/[C:9]([Cl:15])=[O:11])=[CH:3][CH:2]=1, predict the reactants needed to synthesize it. The reactants are: [N:1]1[CH:6]=[CH:5][C:4](/[CH:7]=[CH:8]/[C:9]([OH:11])=O)=[CH:3][CH:2]=1.C(Cl)(=O)C([Cl:15])=O. (2) Given the product [Br:1][C:2]1[CH:3]=[C:4]([N+:9]([O-:11])=[O:10])[C:5]([NH:17][CH2:16][CH2:15][CH2:14][O:13][CH3:12])=[N:6][CH:7]=1, predict the reactants needed to synthesize it. The reactants are: [Br:1][C:2]1[CH:3]=[C:4]([N+:9]([O-:11])=[O:10])[C:5](Cl)=[N:6][CH:7]=1.[CH3:12][O:13][CH2:14][CH2:15][CH2:16][NH2:17]. (3) Given the product [Cl:3][C:4]1[CH:5]=[CH:6][C:7]2[N:12]([CH3:16])[C:11](=[O:13])[O:10][C:9](=[O:14])[C:8]=2[CH:15]=1, predict the reactants needed to synthesize it. The reactants are: [H-].[Na+].[Cl:3][C:4]1[CH:5]=[CH:6][C:7]2[NH:12][C:11](=[O:13])[O:10][C:9](=[O:14])[C:8]=2[CH:15]=1.[CH3:16]I. (4) Given the product [F:12][C:11]([F:14])([F:13])[S:8]([C:5]1[CH:6]=[CH:7][C:2]([N:15]2[CH2:20][CH2:19][NH:18][CH2:17][CH2:16]2)=[CH:3][CH:4]=1)(=[O:10])=[O:9], predict the reactants needed to synthesize it. The reactants are: Br[C:2]1[CH:7]=[CH:6][C:5]([S:8]([C:11]([F:14])([F:13])[F:12])(=[O:10])=[O:9])=[CH:4][CH:3]=1.[NH:15]1[CH2:20][CH2:19][NH:18][CH2:17][CH2:16]1.C(=O)([O-])[O-].[K+].[K+].O. (5) The reactants are: [C:1]1([CH:7]([C:25]2[CH:30]=[CH:29][CH:28]=[CH:27][CH:26]=2)[CH2:8][CH2:9][N:10]2[CH2:15][CH2:14][N:13]([C:16]3[CH:17]=[C:18]([CH:22]=[CH:23][CH:24]=3)[C:19]([OH:21])=O)[CH2:12][CH2:11]2)[CH:6]=[CH:5][CH:4]=[CH:3][CH:2]=1.CN([P+](ON1N=NC2C=CC=CC1=2)(N(C)C)N(C)C)C.F[P-](F)(F)(F)(F)F.C(N(C(C)C)CC)(C)C.[CH3:67][NH:68][CH2:69][C:70]1[CH:75]=[CH:74][CH:73]=[CH:72][CH:71]=1. Given the product [CH2:69]([N:68]([CH3:67])[C:19](=[O:21])[C:18]1[CH:22]=[CH:23][CH:24]=[C:16]([N:13]2[CH2:14][CH2:15][N:10]([CH2:9][CH2:8][CH:7]([C:1]3[CH:2]=[CH:3][CH:4]=[CH:5][CH:6]=3)[C:25]3[CH:30]=[CH:29][CH:28]=[CH:27][CH:26]=3)[CH2:11][CH2:12]2)[CH:17]=1)[C:70]1[CH:75]=[CH:74][CH:73]=[CH:72][CH:71]=1, predict the reactants needed to synthesize it. (6) The reactants are: [C:1]1([C:7]2([CH2:12][CH2:13][OH:14])[CH2:11][CH2:10][NH:9][CH2:8]2)[CH:6]=[CH:5][CH:4]=[CH:3][CH:2]=1.[C:15]([C@:25]([C:42]([OH:44])=[O:43])([OH:41])[C@:26]([C:31](=[O:40])[C:32]1[CH:37]=[CH:36][C:35]([O:38][CH3:39])=[CH:34][CH:33]=1)([OH:30])[C:27]([OH:29])=[O:28])(=[O:24])[C:16]1[CH:21]=[CH:20][C:19]([O:22][CH3:23])=[CH:18][CH:17]=1.CC(C)=O. Given the product [C:31]([C@:26]([C:27]([OH:29])=[O:28])([OH:30])[C@:25]([C:15](=[O:24])[C:16]1[CH:21]=[CH:20][C:19]([O:22][CH3:23])=[CH:18][CH:17]=1)([OH:41])[C:42]([OH:44])=[O:43])(=[O:40])[C:32]1[CH:37]=[CH:36][C:35]([O:38][CH3:39])=[CH:34][CH:33]=1.[C:1]1([C:7]2([CH2:12][CH2:13][OH:14])[CH2:11][CH2:10][NH:9][CH2:8]2)[CH:2]=[CH:3][CH:4]=[CH:5][CH:6]=1, predict the reactants needed to synthesize it. (7) Given the product [O:1]=[C:2]1[C:10]2([C:22]3[C:13](=[CH:14][C:15]4[O:20][CH2:19][CH2:18][O:17][C:16]=4[CH:21]=3)[O:12][CH2:11]2)[C:9]2[C:4](=[CH:5][CH:6]=[CH:7][CH:8]=2)[N:3]1[CH2:23][C:24]([NH:30][NH2:31])=[O:26], predict the reactants needed to synthesize it. The reactants are: [O:1]=[C:2]1[C:10]2([C:22]3[C:13](=[CH:14][C:15]4[O:20][CH2:19][CH2:18][O:17][C:16]=4[CH:21]=3)[O:12][CH2:11]2)[C:9]2[C:4](=[CH:5][CH:6]=[CH:7][CH:8]=2)[N:3]1[CH2:23][C:24]([O:26]CC)=O.O.[NH2:30][NH2:31]. (8) The reactants are: C[O:2][C:3](=O)[CH2:4][NH:5][CH2:6][C:7]1[CH:12]=[CH:11][CH:10]=[C:9]([C:13]2[CH:14]=[N:15][CH:16]=[C:17]([C:19]3[CH:24]=[C:23]([C:25]4[CH:30]=[CH:29][CH:28]=[C:27]([CH3:31])[N:26]=4)[N:22]=[C:21]4[NH:32][CH:33]=[CH:34][C:20]=34)[CH:18]=2)[CH:8]=1.[H-].[H-].[H-].[H-].[Li+].[Al+3].[O-]S([O-])(=O)=O.[Na+].[Na+]. Given the product [CH3:31][C:27]1[N:26]=[C:25]([C:23]2[N:22]=[C:21]3[NH:32][CH:33]=[CH:34][C:20]3=[C:19]([C:17]3[CH:18]=[C:13]([C:9]4[CH:8]=[C:7]([CH:12]=[CH:11][CH:10]=4)[CH2:6][NH:5][CH2:4][CH2:3][OH:2])[CH:14]=[N:15][CH:16]=3)[CH:24]=2)[CH:30]=[CH:29][CH:28]=1, predict the reactants needed to synthesize it.